This data is from Forward reaction prediction with 1.9M reactions from USPTO patents (1976-2016). The task is: Predict the product of the given reaction. (1) Given the reactants [NH2:1][C:2]1[S:3][C:4]([C:8]([NH:10][CH2:11][C:12]2[CH:13]=[N:14][CH:15]=[CH:16][CH:17]=2)=[O:9])=[C:5]([CH3:7])[N:6]=1.[C:18](N1C=CN=C1)(N1C=CN=C1)=[O:19].[F:30][C:31]1[CH:45]=[CH:44][C:34]([CH2:35][CH2:36][NH:37][CH2:38][CH:39]([O:42][CH3:43])[O:40][CH3:41])=[CH:33][CH:32]=1, predict the reaction product. The product is: [CH3:43][O:42][CH:39]([O:40][CH3:41])[CH2:38][N:37]([CH2:36][CH2:35][C:34]1[CH:33]=[CH:32][C:31]([F:30])=[CH:45][CH:44]=1)[C:18](=[O:19])[NH:1][C:2]1[S:3][C:4]([C:8]([NH:10][CH2:11][C:12]2[CH:13]=[N:14][CH:15]=[CH:16][CH:17]=2)=[O:9])=[C:5]([CH3:7])[N:6]=1. (2) Given the reactants C[O:2][C:3](=[O:15])[C:4]1[CH:9]=[C:8](F)[C:7]([N+:11]([O-:13])=[O:12])=[CH:6][C:5]=1[F:14].[CH3:16][O-:17].[Na+], predict the reaction product. The product is: [F:14][C:5]1[CH:6]=[C:7]([N+:11]([O-:13])=[O:12])[C:8]([O:17][CH3:16])=[CH:9][C:4]=1[C:3]([OH:2])=[O:15].